From a dataset of Full USPTO retrosynthesis dataset with 1.9M reactions from patents (1976-2016). Predict the reactants needed to synthesize the given product. Given the product [C:30]([OH:33])(=[O:29])[CH2:31][CH2:1][C:2]([OH:4])=[O:3].[CH3:7][N:8]([CH2:13][C:14]1[CH:15]=[C:16]([C:20]2[CH:25]=[CH:24][C:23]([N:26]3[CH2:31][CH2:30][O:29][CH2:28][CH2:27]3)=[CH:22][CH:21]=2)[CH:17]=[CH:18][CH:19]=1)[C:9](=[O:12])[CH2:10][NH2:11].[CH3:7][N:8]([CH2:13][C:14]1[CH:15]=[C:16]([C:20]2[CH:25]=[CH:24][C:23]([N:26]3[CH2:31][CH2:30][O:29][CH2:28][CH2:27]3)=[CH:22][CH:21]=2)[CH:17]=[CH:18][CH:19]=1)[C:9](=[O:12])[CH2:10][NH2:11], predict the reactants needed to synthesize it. The reactants are: [C:1](O)(=O)[C:2]([OH:4])=[O:3].[CH3:7][N:8]([CH2:13][C:14]1[CH:15]=[C:16]([C:20]2[CH:25]=[CH:24][C:23]([N:26]3[CH2:31][CH2:30][O:29][CH2:28][CH2:27]3)=[CH:22][CH:21]=2)[CH:17]=[CH:18][CH:19]=1)[C:9](=[O:12])[CH2:10][NH2:11].C(=O)([O-])[OH:33].[Na+].